From a dataset of Catalyst prediction with 721,799 reactions and 888 catalyst types from USPTO. Predict which catalyst facilitates the given reaction. (1) Reactant: N#N.[CH3:3]/[C:4](=[CH:8]\[C:9]1[CH:14]=[CH:13][CH:12]=[CH:11][CH:10]=1)/[C:5](O)=[O:6].CC[N:17](CC)CC.ClC(OCC)=O.[NH4+].[OH-]. The catalyst class is: 1. Product: [CH3:3]/[C:4](=[CH:8]\[C:9]1[CH:14]=[CH:13][CH:12]=[CH:11][CH:10]=1)/[C:5]([NH2:17])=[O:6]. (2) Reactant: [Si]([O:18][C:19]1[CH:58]=[CH:57][C:22]([O:23][CH2:24][C@@H:25]([OH:56])[CH2:26][NH:27][CH2:28][CH2:29][C:30]2[CH:55]=[CH:54][C:33]([NH:34][CH:35]3[CH2:40][CH2:39][N:38]([C:41]([C:43]4[S:44][C:45]5[CH:53]=[CH:52][CH:51]=[CH:50][C:46]=5[C:47]=4[O:48][CH3:49])=[O:42])[CH2:37][CH2:36]3)=[CH:32][CH:31]=2)=[CH:21][CH:20]=1)(C(C)(C)C)(C1C=CC=CC=1)C1C=CC=CC=1. Product: [OH:56][C@H:25]([CH2:24][O:23][C:22]1[CH:21]=[CH:20][C:19]([OH:18])=[CH:58][CH:57]=1)[CH2:26][NH:27][CH2:28][CH2:29][C:30]1[CH:55]=[CH:54][C:33]([NH:34][CH:35]2[CH2:36][CH2:37][N:38]([C:41]([C:43]3[S:44][C:45]4[CH:53]=[CH:52][CH:51]=[CH:50][C:46]=4[C:47]=3[O:48][CH3:49])=[O:42])[CH2:39][CH2:40]2)=[CH:32][CH:31]=1. The catalyst class is: 147. (3) Reactant: [NH2:1][C:2]1[CH:11]=[CH:10][C:9]2[N:8]=[CH:7][CH:6]=[CH:5][C:4]=2[C:3]=1[C:12](N)=[O:13].S(=O)(=O)(O)O.[OH-].[Na+].[C:22]([O-])(O)=[O:23].[Na+]. Product: [CH3:22][O:23][C:12]([C:3]1[C:4]2[CH:5]=[CH:6][CH:7]=[N:8][C:9]=2[CH:10]=[CH:11][C:2]=1[NH2:1])=[O:13]. The catalyst class is: 24. (4) Reactant: [NH2:1][CH:2]1[CH2:6][CH2:5][N:4]([C:7]2[CH:15]=[CH:14][C:10]([C:11]([NH2:13])=[O:12])=[C:9]([C:16]3[CH:21]=[CH:20][C:19]([O:22][C:23]4[CH:28]=[CH:27][CH:26]=[CH:25][CH:24]=4)=[CH:18][CH:17]=3)[N:8]=2)[CH2:3]1.C(OC(N1C=C(C2C=C[C:45]([C:48](=[O:50])N)=[C:44](C3C=CC(OC4C=CC=CC=4)=CC=3)N=2)CCC1)=O)(C)(C)C. Product: [C:48]([NH:1][CH:2]1[CH2:6][CH2:5][N:4]([C:7]2[CH:15]=[CH:14][C:10]([C:11]([NH2:13])=[O:12])=[C:9]([C:16]3[CH:21]=[CH:20][C:19]([O:22][C:23]4[CH:28]=[CH:27][CH:26]=[CH:25][CH:24]=4)=[CH:18][CH:17]=3)[N:8]=2)[CH2:3]1)(=[O:50])[CH:45]=[CH2:44]. The catalyst class is: 2. (5) Reactant: [OH-:1].[Na+].[C:3](=[O:6])([O-])[O-].[K+].[K+].[NH2:9][C@@H:10]([CH2:14][CH2:15][CH3:16])[C:11](O)=O.[CH2:17](Br)[C:18]1[CH:23]=[CH:22][CH:21]=[CH:20][CH:19]=1. Product: [CH2:17]([N:9]([CH2:17][C:18]1[CH:23]=[CH:22][CH:21]=[CH:20][CH:19]=1)[C@@H:10]([CH2:14][CH2:15][CH3:16])[C:11]([O:6][CH2:3][C:18]1[CH:23]=[CH:22][CH:21]=[CH:20][CH:19]=1)=[O:1])[C:18]1[CH:23]=[CH:22][CH:21]=[CH:20][CH:19]=1. The catalyst class is: 6. (6) Reactant: [CH2:1]([O:8][CH2:9][CH2:10][CH2:11][C@H:12]1[CH2:16][CH2:15][N:14](C(OC(C)(C)C)=O)[CH2:13]1)[C:2]1[CH:7]=[CH:6][CH:5]=[CH:4][CH:3]=1.C(O)(C(F)(F)F)=O. Product: [CH2:1]([O:8][CH2:9][CH2:10][CH2:11][C@H:12]1[CH2:16][CH2:15][NH:14][CH2:13]1)[C:2]1[CH:7]=[CH:6][CH:5]=[CH:4][CH:3]=1. The catalyst class is: 2.